Predict which catalyst facilitates the given reaction. From a dataset of Catalyst prediction with 721,799 reactions and 888 catalyst types from USPTO. Reactant: [CH3:1][NH:2][CH2:3][CH2:4][C@H:5]([O:11][C:12]1[CH:13]=[CH:14][CH:15]=[C:16]2[CH:21]=[CH:20][CH:19]=[CH:18][C:17]=12)[C:6]1[S:10][CH:9]=[CH:8][CH:7]=1.[C:22]([OH:34])(=[O:33])[CH2:23][C:24]([CH2:29][C:30]([OH:32])=[O:31])([C:26]([OH:28])=[O:27])[OH:25]. Product: [C:22]([OH:34])(=[O:33])[CH2:23][C:24]([CH2:29][C:30]([OH:32])=[O:31])([C:26]([OH:28])=[O:27])[OH:25].[CH3:1][NH:2][CH2:3][CH2:4][CH:5]([O:11][C:12]1[C:17]2[C:16](=[CH:21][CH:20]=[CH:19][CH:18]=2)[CH:15]=[CH:14][CH:13]=1)[C:6]1[S:10][CH:9]=[CH:8][CH:7]=1. The catalyst class is: 21.